Dataset: NCI-60 drug combinations with 297,098 pairs across 59 cell lines. Task: Regression. Given two drug SMILES strings and cell line genomic features, predict the synergy score measuring deviation from expected non-interaction effect. (1) Drug 1: CC1CCC2CC(C(=CC=CC=CC(CC(C(=O)C(C(C(=CC(C(=O)CC(OC(=O)C3CCCCN3C(=O)C(=O)C1(O2)O)C(C)CC4CCC(C(C4)OC)OCCO)C)C)O)OC)C)C)C)OC. Drug 2: C1CN1C2=NC(=NC(=N2)N3CC3)N4CC4. Cell line: NCI-H226. Synergy scores: CSS=6.01, Synergy_ZIP=-2.97, Synergy_Bliss=-0.0748, Synergy_Loewe=0.672, Synergy_HSA=0.805. (2) Drug 1: CCC1(CC2CC(C3=C(CCN(C2)C1)C4=CC=CC=C4N3)(C5=C(C=C6C(=C5)C78CCN9C7C(C=CC9)(C(C(C8N6C=O)(C(=O)OC)O)OC(=O)C)CC)OC)C(=O)OC)O.OS(=O)(=O)O. Drug 2: CC12CCC3C(C1CCC2O)C(CC4=C3C=CC(=C4)O)CCCCCCCCCS(=O)CCCC(C(F)(F)F)(F)F. Cell line: OVCAR3. Synergy scores: CSS=66.6, Synergy_ZIP=4.99, Synergy_Bliss=2.79, Synergy_Loewe=-0.683, Synergy_HSA=4.37. (3) Drug 1: CCCS(=O)(=O)NC1=C(C(=C(C=C1)F)C(=O)C2=CNC3=C2C=C(C=N3)C4=CC=C(C=C4)Cl)F. Drug 2: C1C(C(OC1N2C=C(C(=O)NC2=O)F)CO)O. Cell line: CCRF-CEM. Synergy scores: CSS=45.5, Synergy_ZIP=-3.74, Synergy_Bliss=-8.27, Synergy_Loewe=-27.8, Synergy_HSA=-9.02. (4) Drug 1: C1=C(C(=O)NC(=O)N1)N(CCCl)CCCl. Drug 2: CC1=C(C=C(C=C1)NC(=O)C2=CC=C(C=C2)CN3CCN(CC3)C)NC4=NC=CC(=N4)C5=CN=CC=C5. Cell line: SN12C. Synergy scores: CSS=30.6, Synergy_ZIP=3.42, Synergy_Bliss=2.53, Synergy_Loewe=-5.37, Synergy_HSA=-2.62.